From a dataset of Full USPTO retrosynthesis dataset with 1.9M reactions from patents (1976-2016). Predict the reactants needed to synthesize the given product. (1) Given the product [Cl:3][CH2:15][C:16]1[CH:17]=[CH:18][C:19]([O:26][CH3:27])=[C:20]([CH:25]=1)[C:21]([O:23][CH3:24])=[O:22], predict the reactants needed to synthesize it. The reactants are: S(Cl)([Cl:3])=O.N1C2C=CC=CC=2N=N1.O[CH2:15][C:16]1[CH:17]=[CH:18][C:19]([O:26][CH3:27])=[C:20]([CH:25]=1)[C:21]([O:23][CH3:24])=[O:22]. (2) Given the product [F:1][C:2]1[C:7]([OH:8])=[CH:6][CH:5]=[CH:4][C:3]=1[CH:9]([CH2:14][CH3:15])[CH2:10][C:11]([O:13][CH3:16])=[O:12], predict the reactants needed to synthesize it. The reactants are: [F:1][C:2]1[C:7]([OH:8])=[CH:6][CH:5]=[CH:4][C:3]=1[CH:9]([CH2:14][CH3:15])[CH2:10][C:11]([OH:13])=[O:12].[CH3:16]O.S(=O)(=O)(O)O. (3) Given the product [F:12][C:3]1[CH:4]=[C:5]([N+:9]([O-:11])=[O:10])[C:6]([F:8])=[CH:7][C:2]=1[C:13]#[N:14], predict the reactants needed to synthesize it. The reactants are: Br[C:2]1[CH:7]=[C:6]([F:8])[C:5]([N+:9]([O-:11])=[O:10])=[CH:4][C:3]=1[F:12].[C:13]([Cu])#[N:14]. (4) The reactants are: C1CCC(N=C=NC2CCCCC2)CC1.[CH:16]([C:18]1[CH:26]=[CH:25][C:21]([C:22]([OH:24])=[O:23])=[CH:20][CH:19]=1)=[CH2:17].[CH3:27][O:28][CH2:29][CH2:30][O:31][CH2:32][CH2:33][O:34][CH2:35][CH2:36]O. Given the product [CH:16]([C:18]1[CH:26]=[CH:25][C:21]([C:22]([O:24][CH2:36][CH2:35][O:34][CH2:33][CH2:32][O:31][CH2:30][CH2:29][O:28][CH3:27])=[O:23])=[CH:20][CH:19]=1)=[CH2:17], predict the reactants needed to synthesize it. (5) Given the product [C:2]([O:4][C:5]1[CH:6]=[CH:7][CH:8]=[CH:9][C:10]=1[C:11]([C@@:31]([C@@H:33]([C@@H:35]([CH2:37][OH:38])[OH:36])[OH:34])([OH:32])[C@@H:29]([OH:30])[CH:28]=[O:27])=[O:13])(=[O:3])[CH3:1], predict the reactants needed to synthesize it. The reactants are: [CH3:1][C:2]([O:4][C:5]1[CH:6]=[CH:7][CH:8]=[CH:9][C:10]=1[C:11]([OH:13])=O)=[O:3].CC(OC1C=CC=CC=1C(O)=O)=O.[O:27]=[CH:28][C@@H:29]([C@H:31]([C@@H:33]([C@@H:35]([CH2:37][OH:38])[OH:36])[OH:34])[OH:32])[OH:30]. (6) Given the product [CH2:25]([O:32][C:33]1([CH3:34])[O:24][C:5]2=[N:6][C:7]([C:17]3[CH:22]=[CH:21][CH:20]=[CH:19][C:18]=3[Cl:23])=[C:8]([C:10]3[CH:15]=[CH:14][C:13]([Cl:16])=[CH:12][CH:11]=3)[CH:9]=[C:4]2[C:1](=[O:3])[CH2:2]1)[C:26]1[CH:31]=[CH:30][CH:29]=[CH:28][CH:27]=1, predict the reactants needed to synthesize it. The reactants are: [C:1]([C:4]1[C:5](=[O:24])[NH:6][C:7]([C:17]2[CH:22]=[CH:21][CH:20]=[CH:19][C:18]=2[Cl:23])=[C:8]([C:10]2[CH:15]=[CH:14][C:13]([Cl:16])=[CH:12][CH:11]=2)[CH:9]=1)(=[O:3])[CH3:2].[CH2:25]([O:32][CH2:33][C:34](C)=O)[C:26]1[CH:31]=[CH:30][CH:29]=[CH:28][CH:27]=1. (7) The reactants are: C(N(CC)C(C)C)(C)C.F[P-](F)(F)(F)(F)F.CN(C(ON1C2=NC=CC=C2N=N1)=[N+](C)C)C.[C:34]([O:38][C:39]([NH:41][CH2:42][C@H:43]1[CH2:48][CH2:47][C@H:46]([C:49]([NH:51][C@H:52]([C:70](=[O:88])[NH:71][C:72]2[CH:73]=[CH:74][C:75]3[N:79]=[C:78]([C:80]([F:86])([F:85])[C:81]([F:84])([F:83])[F:82])[NH:77][C:76]=3[CH:87]=2)[CH2:53][C:54]2[CH:55]=[C:56]([C:60]3[CH:65]=[CH:64][C:63]([C:66](O)=[O:67])=[CH:62][C:61]=3[CH3:69])[CH:57]=[CH:58][CH:59]=2)=[O:50])[CH2:45][CH2:44]1)=[O:40])([CH3:37])([CH3:36])[CH3:35].Cl.[NH2:90][C@@H:91]1[CH2:96][CH2:95][CH2:94][NH:93][C:92]1=[O:97]. Given the product [CH3:69][C:61]1[CH:62]=[C:63]([C:66](=[O:67])[NH:90][C@@H:91]2[CH2:96][CH2:95][CH2:94][NH:93][C:92]2=[O:97])[CH:64]=[CH:65][C:60]=1[C:56]1[CH:57]=[CH:58][CH:59]=[C:54]([CH2:53][C@H:52]([NH:51][C:49]([C@H:46]2[CH2:45][CH2:44][C@H:43]([CH2:42][NH:41][C:39](=[O:40])[O:38][C:34]([CH3:35])([CH3:37])[CH3:36])[CH2:48][CH2:47]2)=[O:50])[C:70](=[O:88])[NH:71][C:72]2[CH:73]=[CH:74][C:75]3[N:79]=[C:78]([C:80]([F:85])([F:86])[C:81]([F:84])([F:83])[F:82])[NH:77][C:76]=3[CH:87]=2)[CH:55]=1, predict the reactants needed to synthesize it. (8) Given the product [C:1]([C:5]1[CH:9]=[C:8]([C:10]([Cl:13])=[O:12])[O:7][N:6]=1)([CH3:4])([CH3:3])[CH3:2], predict the reactants needed to synthesize it. The reactants are: [C:1]([C:5]1[CH:9]=[C:8]([C:10]([OH:12])=O)[O:7][N:6]=1)([CH3:4])([CH3:3])[CH3:2].[Cl:13]CCl.